From a dataset of Reaction yield outcomes from USPTO patents with 853,638 reactions. Predict the reaction yield, written as a fraction of the theoretical maximum amount of product (1.0 means a 100% yield; for example, 0.34 means a 34% yield). (1) The reactants are Cl.[Cl:2][C:3]1[C:4]([F:29])=[C:5]([CH:26]=[CH:27][CH:28]=1)[NH:6][C:7]1[C:16]2[C:11](=[CH:12][C:13]([O:24][CH3:25])=[C:14]([O:17][CH2:18][C@H:19]3[CH2:23][CH2:22][CH2:21][NH:20]3)[CH:15]=2)[N:10]=[CH:9][N:8]=1.[C:30](OC(=O)C)(=[O:32])[CH3:31]. No catalyst specified. The product is [C:30]([N:20]1[CH2:21][CH2:22][CH2:23][C@@H:19]1[CH2:18][O:17][C:14]1[CH:15]=[C:16]2[C:11](=[CH:12][C:13]=1[O:24][CH3:25])[N:10]=[CH:9][N:8]=[C:7]2[NH:6][C:5]1[CH:26]=[CH:27][CH:28]=[C:3]([Cl:2])[C:4]=1[F:29])(=[O:32])[CH3:31]. The yield is 0.660. (2) The reactants are Cl[CH2:2][CH2:3][N:4]([CH2:19][CH2:20]Cl)[C:5]1[C:6]([CH3:18])=[C:7]([CH3:17])[C:8]2[O:12][C:11]([CH3:14])([CH3:13])[CH2:10][C:9]=2[C:15]=1[CH3:16].[NH:22]1[C:26]([NH2:27])=[CH:25][CH:24]=[N:23]1. No catalyst specified. The product is [CH3:13][C:11]1([CH3:14])[CH2:10][C:9]2[C:15]([CH3:16])=[C:5]([N:4]3[CH2:19][CH2:20][N:27]([C:26]4[CH:25]=[CH:24][NH:23][N:22]=4)[CH2:2][CH2:3]3)[C:6]([CH3:18])=[C:7]([CH3:17])[C:8]=2[O:12]1. The yield is 0.120. (3) The reactants are [CH:1]([C:4]1[N:5]=[C:6]([C:9]2[CH:18]=[C:17]([O:19][CH:20]3[CH2:37][CH:36]4[CH:22]([C:23](=[O:43])[N:24]([CH3:42])[CH2:25][CH2:26][CH2:27][CH2:28][CH:29]=[CH:30][CH:31]5[C:33]([C:39](O)=[O:40])([NH:34][C:35]4=[O:38])[CH2:32]5)[CH2:21]3)[C:16]3[C:11](=[C:12]([CH3:46])[C:13]([O:44][CH3:45])=[CH:14][CH:15]=3)[N:10]=2)[S:7][CH:8]=1)([CH3:3])[CH3:2].C(N1C=CN=C1)(N1C=CN=C1)=O.[CH3:59][C:60]1([S:63]([NH2:66])(=[O:65])=[O:64])[CH2:62][CH2:61]1.C1CCN2C(=NCCC2)CC1. The catalyst is C1COCC1. The product is [CH:1]([C:4]1[N:5]=[C:6]([C:9]2[CH:18]=[C:17]([O:19][CH:20]3[CH2:37][CH:36]4[CH:22]([C:23](=[O:43])[N:24]([CH3:42])[CH2:25][CH2:26][CH2:27][CH2:28][CH:29]=[CH:30][CH:31]5[C:33]([C:39]([NH:66][S:63]([C:60]6([CH3:59])[CH2:62][CH2:61]6)(=[O:65])=[O:64])=[O:40])([NH:34][C:35]4=[O:38])[CH2:32]5)[CH2:21]3)[C:16]3[C:11](=[C:12]([CH3:46])[C:13]([O:44][CH3:45])=[CH:14][CH:15]=3)[N:10]=2)[S:7][CH:8]=1)([CH3:3])[CH3:2]. The yield is 0.580. (4) The reactants are [CH3:1][C:2]1[CH:3]=[N:4][N:5]([C:7]2[CH:8]=[CH:9][C:10]([N+:19]([O-])=O)=[C:11]([N:13]3[CH2:18][CH2:17][CH2:16][CH2:15][CH2:14]3)[CH:12]=2)[CH:6]=1. The catalyst is C1COCC1. The product is [CH3:1][C:2]1[CH:3]=[N:4][N:5]([C:7]2[CH:8]=[CH:9][C:10]([NH2:19])=[C:11]([N:13]3[CH2:18][CH2:17][CH2:16][CH2:15][CH2:14]3)[CH:12]=2)[CH:6]=1. The yield is 0.950. (5) The yield is 0.880. The product is [C:9]([O:13][C:14]([N:16]1[CH2:21][CH2:20][N:19]([C:6]([C:2]2[S:1][CH:5]=[CH:4][CH:3]=2)=[O:7])[CH2:18][CH2:17]1)=[O:15])([CH3:12])([CH3:10])[CH3:11]. The catalyst is CN(C1C=CN=CC=1)C.N1C=CC=CC=1. The reactants are [S:1]1[CH:5]=[CH:4][CH:3]=[C:2]1[C:6](Cl)=[O:7].[C:9]([O:13][C:14]([N:16]1[CH2:21][CH2:20][NH:19][CH2:18][CH2:17]1)=[O:15])([CH3:12])([CH3:11])[CH3:10]. (6) The reactants are [CH3:1][O:2][C:3]([C:5]1[S:6][C:7]([C:11]2[CH:16]=[CH:15][CH:14]=[CH:13][CH:12]=2)=[CH:8][C:9]=1[NH2:10])=[O:4].[CH2:17]1[O:27][C:20]2([CH2:25][CH2:24][C:23](=O)[CH2:22][CH2:21]2)[O:19][CH2:18]1.C([Sn](Cl)(Cl)CCCC)CCC.C1([SiH3])C=CC=CC=1. The catalyst is C1COCC1. The product is [CH3:1][O:2][C:3]([C:5]1[S:6][C:7]([C:11]2[CH:16]=[CH:15][CH:14]=[CH:13][CH:12]=2)=[CH:8][C:9]=1[NH:10][CH:23]1[CH2:24][CH2:25][C:20]2([O:27][CH2:17][CH2:18][O:19]2)[CH2:21][CH2:22]1)=[O:4]. The yield is 0.770. (7) The reactants are [CH3:1][C:2]1[CH:7]=[CH:6][C:5]([S:8]([O:11][CH2:12][C@@H:13]2[O:18][C:17]3[C:19]([CH:24]=[CH:25][CH3:26])=[C:20]([NH2:23])[CH:21]=[CH:22][C:16]=3[O:15][CH2:14]2)(=[O:10])=[O:9])=[CH:4][CH:3]=1.Cl[C:28]([O:30][CH2:31][C:32]1[CH:37]=[CH:36][CH:35]=[CH:34][CH:33]=1)=[O:29].C(N(CC)C(C)C)(C)C. The catalyst is C(OCC)(=O)C. The product is [CH3:1][C:2]1[CH:7]=[CH:6][C:5]([S:8]([O:11][CH2:12][CH:13]2[O:18][C:17]3[C:19]([CH:24]=[CH:25][CH3:26])=[C:20]([NH:23][C:28]([O:30][CH2:31][C:32]4[CH:37]=[CH:36][CH:35]=[CH:34][CH:33]=4)=[O:29])[CH:21]=[CH:22][C:16]=3[O:15][CH2:14]2)(=[O:10])=[O:9])=[CH:4][CH:3]=1. The yield is 0.790.